This data is from Forward reaction prediction with 1.9M reactions from USPTO patents (1976-2016). The task is: Predict the product of the given reaction. (1) Given the reactants [C:1]1([S:7](Cl)(=[O:9])=[O:8])[CH:6]=[CH:5][CH:4]=[CH:3][CH:2]=1.[NH2:11][CH2:12][C:13]1[CH:21]=[CH:20][C:16]([C:17]([OH:19])=[O:18])=[CH:15][CH:14]=1.Cl, predict the reaction product. The product is: [C:1]1([S:7]([NH:11][CH2:12][C:13]2[CH:14]=[CH:15][C:16]([C:17]([OH:19])=[O:18])=[CH:20][CH:21]=2)(=[O:9])=[O:8])[CH:6]=[CH:5][CH:4]=[CH:3][CH:2]=1. (2) Given the reactants [F:1][C:2]1[CH:22]=[CH:21][C:5]([CH2:6][CH:7]2[C:16]3[C:11](=[CH:12][C:13]([O:19][CH3:20])=[C:14]([O:17][CH3:18])[CH:15]=3)[CH2:10][CH2:9][NH:8]2)=[CH:4][CH:3]=1.Cl[CH2:24][CH2:25][NH:26][C:27]([NH:29][C:30]1[C:39]2[C:34](=[CH:35][CH:36]=[CH:37][CH:38]=2)[N:33]=[C:32]([CH3:40])[CH:31]=1)=[O:28].C([O-])(O)=O.[Na+].N[C@H](C(O)=O)CC1C=C2C(C=CC=C2)=CC=1, predict the reaction product. The product is: [F:1][C:2]1[CH:3]=[CH:4][C:5]([CH2:6][CH:7]2[C:16]3[C:11](=[CH:12][C:13]([O:19][CH3:20])=[C:14]([O:17][CH3:18])[CH:15]=3)[CH2:10][CH2:9][N:8]2[CH2:24][CH2:25][NH:26][C:27]([NH:29][C:30]2[C:39]3[C:34](=[CH:35][CH:36]=[CH:37][CH:38]=3)[N:33]=[C:32]([CH3:40])[CH:31]=2)=[O:28])=[CH:21][CH:22]=1. (3) Given the reactants [F-].C([N+](CCCC)(CCCC)CCCC)CCC.[Si]([O:26][C:27]1[CH:32]=[C:31]([O:33][Si](C(C)(C)C)(C)C)[CH:30]=[CH:29][C:28]=1[CH:41]1[CH2:46][CH2:45][CH:44]([C:47]([OH:49])=[O:48])[CH2:43][CH2:42]1)(C(C)(C)C)(C)C, predict the reaction product. The product is: [OH:26][C:27]1[CH:32]=[C:31]([OH:33])[CH:30]=[CH:29][C:28]=1[C@H:41]1[CH2:42][CH2:43][C@H:44]([C:47]([OH:49])=[O:48])[CH2:45][CH2:46]1. (4) Given the reactants [CH:1]([C:4]1[CH:9]=[CH:8][CH:7]=[CH:6][C:5]=1[NH:10][C:11]([NH:13]/[N:14]=[CH:15]/[C:16]1[CH:21]=[CH:20][C:19]([C:22]2[N:26]=[CH:25][N:24]([C:27]3[CH:32]=[CH:31][C:30]([O:33][C:34]([F:37])([F:36])[F:35])=[CH:29][CH:28]=3)[N:23]=2)=[CH:18][CH:17]=1)=[S:12])([CH3:3])[CH3:2].C(=O)([O-])[O-].[K+].[K+].Br[CH2:45][CH2:46]Cl, predict the reaction product. The product is: [CH:1]([C:4]1[CH:9]=[CH:8][CH:7]=[CH:6][C:5]=1[N:10]1[CH2:46][CH2:45][S:12]/[C:11]/1=[N:13]/[N:14]=[CH:15]\[C:16]1[CH:17]=[CH:18][C:19]([C:22]2[N:26]=[CH:25][N:24]([C:27]3[CH:28]=[CH:29][C:30]([O:33][C:34]([F:37])([F:35])[F:36])=[CH:31][CH:32]=3)[N:23]=2)=[CH:20][CH:21]=1)([CH3:3])[CH3:2]. (5) Given the reactants Cl[C:2]1[CH:7]=[C:6]([NH:8][CH:9]2[CH2:14][CH2:13][O:12][CH2:11][CH2:10]2)[N:5]2[N:15]=[C:16]([C:18]([O:20][CH2:21][CH3:22])=[O:19])[CH:17]=[C:4]2[N:3]=1.[CH2:23]([N:25](CC)[CH2:26][CH3:27])[CH3:24].N1CCCC1.O, predict the reaction product. The product is: [N:25]1([C:2]2[CH:7]=[C:6]([NH:8][CH:9]3[CH2:14][CH2:13][O:12][CH2:11][CH2:10]3)[N:5]3[N:15]=[C:16]([C:18]([O:20][CH2:21][CH3:22])=[O:19])[CH:17]=[C:4]3[N:3]=2)[CH2:26][CH2:27][CH2:24][CH2:23]1. (6) Given the reactants [CH3:1][O:2][C:3]1[CH:4]=[C:5](B(O)O)[CH:6]=[C:7]([O:9][CH3:10])[CH:8]=1.Br[C:15]1[CH:24]=[CH:23][C:22]([Br:25])=[C:21]2[C:16]=1[N:17]=[CH:18][CH:19]=[N:20]2.C([O-])([O-])=O.[Na+].[Na+], predict the reaction product. The product is: [Br:25][C:22]1[CH:23]=[CH:24][C:15]([C:5]2[CH:4]=[C:3]([O:2][CH3:1])[CH:8]=[C:7]([O:9][CH3:10])[CH:6]=2)=[C:16]2[C:21]=1[N:20]=[CH:19][CH:18]=[N:17]2. (7) Given the reactants [NH2:1][C@@H:2]1[CH2:7][CH2:6][C@H:5]([NH:8][C:9](=[O:18])[C:10]2[CH:15]=[CH:14][C:13]([F:16])=[C:12]([F:17])[CH:11]=2)[CH2:4][CH2:3]1.[N:19]1[C:28]2[C:23](=[CH:24][CH:25]=[CH:26][CH:27]=2)[CH:22]=[CH:21][C:20]=1[CH:29]=O.[BH-](OC(C)=O)(OC(C)=O)OC(C)=O.[Na+].[ClH:45], predict the reaction product. The product is: [ClH:45].[ClH:45].[F:17][C:12]1[CH:11]=[C:10]([CH:15]=[CH:14][C:13]=1[F:16])[C:9]([NH:8][C@H:5]1[CH2:4][CH2:3][C@@H:2]([NH:1][CH2:29][C:20]2[CH:21]=[CH:22][C:23]3[C:28](=[CH:27][CH:26]=[CH:25][CH:24]=3)[N:19]=2)[CH2:7][CH2:6]1)=[O:18]. (8) Given the reactants [CH3:1][C:2]1[S:6][C:5]([C:7]([OH:9])=O)=[CH:4][CH:3]=1.[CH3:10][C:11]1[C:12]([NH2:26])=[N:13][C:14]2([C:24]3[C:19](=[CH:20][CH:21]=[C:22]([NH2:25])[CH:23]=3)[O:18][CH2:17][CH2:16]2)[N:15]=1, predict the reaction product. The product is: [NH2:26][C:12]1[C:11]([CH3:10])=[N:15][C:14]2([C:24]3[C:19](=[CH:20][CH:21]=[C:22]([NH:25][C:7]([C:5]4[S:6][C:2]([CH3:1])=[CH:3][CH:4]=4)=[O:9])[CH:23]=3)[O:18][CH2:17][CH2:16]2)[N:13]=1.